From a dataset of M1 muscarinic receptor agonist screen with 61,833 compounds. Binary Classification. Given a drug SMILES string, predict its activity (active/inactive) in a high-throughput screening assay against a specified biological target. (1) The molecule is S(CC(=O)Nc1cc(c(cc1)C)C)CC(=O)N. The result is 0 (inactive). (2) The compound is O=C(N1CCC(CC1)C)NC(Cc1ccccc1)C(O)=O. The result is 0 (inactive). (3) The molecule is OC(Cn1c2c(n(c(=O)n(c2=O)C)C)nc1Nc1cc(ccc1)C)CO. The result is 0 (inactive). (4) The compound is Clc1c(sc2c1cccc2)c1n2CCCCCc2nn1. The result is 0 (inactive). (5) The compound is O=C(N1CCCC1)NC(c1cc(C(NC(=O)N2CCCC2)(C)C)ccc1)(C)C. The result is 0 (inactive). (6) The molecule is S(c1nc(NCc2ccc(OC)cc2)c2c(n1)cccc2)CC(=O)NCc1occc1. The result is 0 (inactive).